This data is from NCI-60 drug combinations with 297,098 pairs across 59 cell lines. The task is: Regression. Given two drug SMILES strings and cell line genomic features, predict the synergy score measuring deviation from expected non-interaction effect. Drug 1: C1CCC(CC1)NC(=O)N(CCCl)N=O. Drug 2: C1=CC(=CC=C1C#N)C(C2=CC=C(C=C2)C#N)N3C=NC=N3. Cell line: HT29. Synergy scores: CSS=10.8, Synergy_ZIP=-3.93, Synergy_Bliss=0.137, Synergy_Loewe=-3.99, Synergy_HSA=-2.77.